Dataset: NCI-60 drug combinations with 297,098 pairs across 59 cell lines. Task: Regression. Given two drug SMILES strings and cell line genomic features, predict the synergy score measuring deviation from expected non-interaction effect. (1) Synergy scores: CSS=60.1, Synergy_ZIP=0.122, Synergy_Bliss=1.11, Synergy_Loewe=4.68, Synergy_HSA=5.62. Drug 2: CC1C(C(CC(O1)OC2CC(CC3=C2C(=C4C(=C3O)C(=O)C5=CC=CC=C5C4=O)O)(C(=O)C)O)N)O. Cell line: IGROV1. Drug 1: CCC1=C2CN3C(=CC4=C(C3=O)COC(=O)C4(CC)O)C2=NC5=C1C=C(C=C5)O. (2) Drug 1: CCC(=C(C1=CC=CC=C1)C2=CC=C(C=C2)OCCN(C)C)C3=CC=CC=C3.C(C(=O)O)C(CC(=O)O)(C(=O)O)O. Drug 2: CN(C(=O)NC(C=O)C(C(C(CO)O)O)O)N=O. Cell line: OVCAR-8. Synergy scores: CSS=2.47, Synergy_ZIP=0.180, Synergy_Bliss=1.98, Synergy_Loewe=1.26, Synergy_HSA=1.12. (3) Drug 1: C1=NC2=C(N=C(N=C2N1C3C(C(C(O3)CO)O)F)Cl)N. Drug 2: CC1CCC2CC(C(=CC=CC=CC(CC(C(=O)C(C(C(=CC(C(=O)CC(OC(=O)C3CCCCN3C(=O)C(=O)C1(O2)O)C(C)CC4CCC(C(C4)OC)O)C)C)O)OC)C)C)C)OC. Cell line: SNB-75. Synergy scores: CSS=5.25, Synergy_ZIP=-0.825, Synergy_Bliss=-1.10, Synergy_Loewe=1.52, Synergy_HSA=1.55. (4) Drug 1: CNC(=O)C1=CC=CC=C1SC2=CC3=C(C=C2)C(=NN3)C=CC4=CC=CC=N4. Drug 2: COCCOC1=C(C=C2C(=C1)C(=NC=N2)NC3=CC=CC(=C3)C#C)OCCOC.Cl. Cell line: NCI-H322M. Synergy scores: CSS=41.0, Synergy_ZIP=12.2, Synergy_Bliss=16.8, Synergy_Loewe=4.45, Synergy_HSA=16.1. (5) Drug 1: CC1=C(C(=O)C2=C(C1=O)N3CC4C(C3(C2COC(=O)N)OC)N4)N. Drug 2: C1CCC(C(C1)N)N.C(=O)(C(=O)[O-])[O-].[Pt+4]. Cell line: OVCAR-4. Synergy scores: CSS=10.6, Synergy_ZIP=-3.14, Synergy_Bliss=2.13, Synergy_Loewe=1.36, Synergy_HSA=2.92. (6) Drug 1: CCC1(CC2CC(C3=C(CCN(C2)C1)C4=CC=CC=C4N3)(C5=C(C=C6C(=C5)C78CCN9C7C(C=CC9)(C(C(C8N6C=O)(C(=O)OC)O)OC(=O)C)CC)OC)C(=O)OC)O.OS(=O)(=O)O. Drug 2: CC1C(C(CC(O1)OC2CC(CC3=C2C(=C4C(=C3O)C(=O)C5=C(C4=O)C(=CC=C5)OC)O)(C(=O)CO)O)N)O.Cl. Cell line: TK-10. Synergy scores: CSS=25.9, Synergy_ZIP=-0.686, Synergy_Bliss=0.497, Synergy_Loewe=1.05, Synergy_HSA=0.403. (7) Drug 1: CC(C1=C(C=CC(=C1Cl)F)Cl)OC2=C(N=CC(=C2)C3=CN(N=C3)C4CCNCC4)N. Drug 2: CCN(CC)CCCC(C)NC1=C2C=C(C=CC2=NC3=C1C=CC(=C3)Cl)OC. Cell line: MDA-MB-435. Synergy scores: CSS=30.6, Synergy_ZIP=-2.01, Synergy_Bliss=5.99, Synergy_Loewe=5.05, Synergy_HSA=5.05.